This data is from Catalyst prediction with 721,799 reactions and 888 catalyst types from USPTO. The task is: Predict which catalyst facilitates the given reaction. (1) Reactant: N(C[C@H]1CCNC[C@H]1O)=[N+]=[N-].C(N(CC)CC)C.FC1C([O:26][C:27]([C:29]2[N:30]=[N:31][C:32]([CH2:48][CH2:49][CH2:50][CH3:51])=[C:33]([C:35]3[CH:40]=[CH:39][C:38]([O:41][CH:42]4[CH2:47][CH2:46][CH2:45][CH2:44][CH2:43]4)=[CH:37][CH:36]=3)[CH:34]=2)=O)=C(F)C(F)=C(F)C=1F.CCOC(C)=O. Product: [CH2:48]([C:32]1[N:31]=[N:30][C:29]([CH:27]=[O:26])=[CH:34][C:33]=1[C:35]1[CH:36]=[CH:37][C:38]([O:41][CH:42]2[CH2:47][CH2:46][CH2:45][CH2:44][CH2:43]2)=[CH:39][CH:40]=1)[CH2:49][CH2:50][CH3:51]. The catalyst class is: 57. (2) Product: [ClH:25].[OH:1][C:2]1[N:6]([C:7]2[CH:8]=[CH:9][CH:10]=[CH:11][CH:12]=2)[N:5]=[C:4]([CH3:13])[C:3]=1[CH:14]1[C:22]2[C:21]([OH:23])=[C:20]([CH3:24])[N:19]=[CH:18][C:17]=2[CH2:16][O:15]1. The catalyst class is: 5. Reactant: [OH:1][C:2]1[N:6]([C:7]2[CH:12]=[CH:11][CH:10]=[CH:9][CH:8]=2)[N:5]=[C:4]([CH3:13])[C:3]=1[CH:14]1[C:22]2[C:21]([OH:23])=[C:20]([CH3:24])[N:19]=[CH:18][C:17]=2[CH2:16][O:15]1.[ClH:25].CO. (3) Reactant: Cl.Cl.[C:3]([O:7][C:8]([N:10]([C@@H:22]1[CH2:26][CH2:25][N:24]([CH2:27][CH:28]([CH2:31][CH3:32])[CH2:29][CH3:30])[CH2:23]1)C1N=CC(/C=C/C(O)=O)=CC=1)=[O:9])([CH3:6])([CH3:5])[CH3:4].[O:33]1[CH2:38][CH2:37][CH2:36][CH2:35][CH:34]1[O:39][NH2:40].O[N:42]1[C:46]2[CH:47]=[CH:48][CH:49]=[CH:50][C:45]=2N=N1.CN(C)CCCN=C=N[CH2:59][CH3:60].C([O-])(O)=[O:63].[Na+]. Product: [C:3]([O:7][C:8]([N:10]([C@@H:22]1[CH2:26][CH2:25][N:24]([CH2:27][CH:28]([CH2:31][CH3:32])[CH2:29][CH3:30])[CH2:23]1)[C:47]1[CH:48]=[CH:49][C:50](/[CH:45]=[CH:60]/[C:59]([NH:40][O:39][CH:34]2[CH2:35][CH2:36][CH2:37][CH2:38][O:33]2)=[O:63])=[N:42][CH:46]=1)=[O:9])([CH3:4])([CH3:6])[CH3:5]. The catalyst class is: 35. (4) Reactant: [Cl:1][C:2]1[CH:7]=[CH:6][C:5]([C:8]2[O:16][C:15]3[CH:14]=[CH:13][NH:12][C:11](=[O:17])[C:10]=3[CH:9]=2)=[CH:4][CH:3]=1.Br[C:19]1[CH:31]=[CH:30][C:22]([O:23][CH2:24][C:25]2([C:28]#[N:29])[CH2:27][CH2:26]2)=[C:21]([Cl:32])[CH:20]=1.CNCCNC.C(=O)([O-])[O-].[K+].[K+]. Product: [Cl:32][C:21]1[CH:20]=[C:19]([N:12]2[CH:13]=[CH:14][C:15]3[O:16][C:8]([C:5]4[CH:4]=[CH:3][C:2]([Cl:1])=[CH:7][CH:6]=4)=[CH:9][C:10]=3[C:11]2=[O:17])[CH:31]=[CH:30][C:22]=1[O:23][CH2:24][C:25]1([C:28]#[N:29])[CH2:26][CH2:27]1. The catalyst class is: 419. (5) Reactant: Br[C:2]1[CH:3]=[C:4]([CH2:8][O:9][C:10]2[CH:15]=[CH:14][C:13]([CH2:16][CH2:17][C:18]([O:20][CH3:21])=[O:19])=[CH:12][CH:11]=2)[CH:5]=[CH:6][CH:7]=1.[NH:22]1[CH:26]=[CH:25][CH:24]=[CH:23]1.C(P(C(C)(C)C)C(C)(C)C)(C)(C)C.C(=O)([O-])[O-].[Cs+].[Cs+]. Product: [N:22]1([C:2]2[CH:3]=[C:4]([CH2:8][O:9][C:10]3[CH:15]=[CH:14][C:13]([CH2:16][CH2:17][C:18]([O:20][CH3:21])=[O:19])=[CH:12][CH:11]=3)[CH:5]=[CH:6][CH:7]=2)[CH:26]=[CH:25][CH:24]=[CH:23]1. The catalyst class is: 93. (6) Reactant: [Cl:1][C:2]1[CH:3]=[C:4]([N:11]2[CH2:16][CH2:15][N:14]([CH3:17])[CH2:13][CH2:12]2)[CH:5]=[CH:6][C:7]=1[N+:8]([O-])=O. Product: [Cl:1][C:2]1[CH:3]=[C:4]([N:11]2[CH2:12][CH2:13][N:14]([CH3:17])[CH2:15][CH2:16]2)[CH:5]=[CH:6][C:7]=1[NH2:8]. The catalyst class is: 770. (7) Reactant: C[O:2][C:3](=[O:38])[CH2:4][C@H:5]([C:7]1[CH:12]=[CH:11][C:10]([CH2:13][N:14]2[C:19](=[O:20])[C:18]([C:21]3[CH:26]=[CH:25][C:24]([NH:27][C:28]([NH:30][C:31]4[CH:36]=[CH:35][CH:34]=[CH:33][C:32]=4[CH3:37])=[O:29])=[CH:23][CH:22]=3)=[CH:17][N:16]=[CH:15]2)=[CH:9][CH:8]=1)[CH3:6].[OH-].[Li+].Cl. Product: [O:20]=[C:19]1[N:14]([CH2:13][C:10]2[CH:9]=[CH:8][C:7]([C@H:5]([CH3:6])[CH2:4][C:3]([OH:38])=[O:2])=[CH:12][CH:11]=2)[CH:15]=[N:16][CH:17]=[C:18]1[C:21]1[CH:26]=[CH:25][C:24]([NH:27][C:28]([NH:30][C:31]2[CH:36]=[CH:35][CH:34]=[CH:33][C:32]=2[CH3:37])=[O:29])=[CH:23][CH:22]=1. The catalyst class is: 7. (8) Reactant: [CH3:1][O:2][C:3](=[O:18])[C:4]1[CH:9]=[CH:8][C:7]([S:10][C:11]2[N:16]=[CH:15][C:14](Br)=[CH:13][N:12]=2)=[CH:6][CH:5]=1.[Li+].[Cl-].[C:21]1(P(C2C=CC=CC=2)C2C=CC=CC=2)C=CC=C[CH:22]=1.C([Sn](CCCC)(CCCC)C=C)CCC. Product: [CH3:1][O:2][C:3](=[O:18])[C:4]1[CH:9]=[CH:8][C:7]([S:10][C:11]2[N:16]=[CH:15][C:14]([CH:21]=[CH2:22])=[CH:13][N:12]=2)=[CH:6][CH:5]=1. The catalyst class is: 233. (9) Reactant: C1(C(C2C=CC=CC=2)(C2C=CC=CC=2)[O:8][CH2:9][CH2:10][O:11][CH2:12][CH2:13][O:14][CH2:15][CH2:16][N:17]2[C:25]3[C:20](=[CH:21][CH:22]=[CH:23][CH:24]=3)[C:19]([CH:26]=[O:27])=[CH:18]2)C=CC=CC=1.C([SiH](CC)CC)C.FC(F)(F)C(O)=O. Product: [OH:8][CH2:9][CH2:10][O:11][CH2:12][CH2:13][O:14][CH2:15][CH2:16][N:17]1[C:25]2[C:20](=[CH:21][CH:22]=[CH:23][CH:24]=2)[C:19]([CH:26]=[O:27])=[CH:18]1. The catalyst class is: 4.